This data is from Forward reaction prediction with 1.9M reactions from USPTO patents (1976-2016). The task is: Predict the product of the given reaction. (1) Given the reactants [Br:1][C:2]1[S:3][CH:4]=[CH:5][C:6]=1[CH2:7][OH:8].[Cl:9]N1C(=O)CCC1=O, predict the reaction product. The product is: [Br:1][C:2]1[S:3][C:4]([Cl:9])=[CH:5][C:6]=1[CH2:7][OH:8]. (2) Given the reactants [Br:1][C:2]1[CH:10]=[CH:9][CH:8]=[C:7]2[C:3]=1[C:4]([C:21]1[C:22](O)=[CH:23][C:24]3[O:28][CH2:27][CH2:26][C:25]=3[CH:29]=1)([CH2:19][OH:20])[C:5](=[O:18])[N:6]2[CH2:11][C:12]1[CH:17]=[CH:16][CH:15]=[CH:14][N:13]=1.C1(P(C2C=CC=CC=2)C2C=CC=CC=2)C=CC=CC=1.N(C(OC(C)C)=O)=NC(OC(C)C)=O, predict the reaction product. The product is: [Br:1][C:2]1[CH:10]=[CH:9][CH:8]=[C:7]2[C:3]=1[C:4]1([CH2:19][O:20][C:22]3[CH:23]=[C:24]4[C:25](=[CH:29][C:21]1=3)[CH2:26][CH2:27][O:28]4)[C:5](=[O:18])[N:6]2[CH2:11][C:12]1[CH:17]=[CH:16][CH:15]=[CH:14][N:13]=1. (3) Given the reactants [C:1](=[S:4])([NH2:3])[CH3:2].Cl[CH:6]([C:12](=O)[C:13]1[CH:18]=[CH:17][CH:16]=[CH:15][CH:14]=1)[C:7]([O:9]CC)=[O:8].[OH-].[Na+].Cl, predict the reaction product. The product is: [CH3:2][C:1]1[S:4][C:6]([C:7]([OH:9])=[O:8])=[C:12]([C:13]2[CH:18]=[CH:17][CH:16]=[CH:15][CH:14]=2)[N:3]=1.